Dataset: TCR-epitope binding with 47,182 pairs between 192 epitopes and 23,139 TCRs. Task: Binary Classification. Given a T-cell receptor sequence (or CDR3 region) and an epitope sequence, predict whether binding occurs between them. (1) The epitope is LVLSVNPYV. The TCR CDR3 sequence is CASSREGWLDTQYF. Result: 1 (the TCR binds to the epitope). (2) Result: 1 (the TCR binds to the epitope). The TCR CDR3 sequence is CASSPRDRPLEQYF. The epitope is ELAGIGILTV. (3) The epitope is PKYVKQNTLKLAT. The TCR CDR3 sequence is CASSFSGVSGANVLTF. Result: 1 (the TCR binds to the epitope). (4) The epitope is LLQTGIHVRVSQPSL. The TCR CDR3 sequence is CASSQSGSNQPQHF. Result: 0 (the TCR does not bind to the epitope). (5) The epitope is KLSYGIATV. The TCR CDR3 sequence is CAISKDRAYEQYF. Result: 0 (the TCR does not bind to the epitope).